The task is: Predict the reaction yield, written as a fraction of the theoretical maximum amount of product (1.0 means a 100% yield; for example, 0.34 means a 34% yield).. This data is from Reaction yield outcomes from USPTO patents with 853,638 reactions. (1) The reactants are Cl.[NH2:2][C@@H:3]1CCCC[C@H:4]1[NH2:9].C([C:14]1[C:15]([OH:26])=[C:16]([CH:19]=[C:20](C(C)(C)C)[CH:21]=1)[CH:17]=O)(C)(C)C.C(C1C=CC([C:35]2[C:36]([OH:47])=[C:37]([CH:40]=[C:41](C(C)(C)C)[CH:42]=2)[CH:38]=O)=CC=1)=C.C(N(CC)CC)C. The catalyst is ClCCl.C(O)C.CO. The product is [CH:20]1[CH:21]=[CH:14][C:15](=[O:26])/[C:16](=[CH:17]\[NH:2][CH2:3][CH2:4][NH:9]/[CH:38]=[C:37]2\[C:36]([CH:35]=[CH:42][CH:41]=[CH:40]\2)=[O:47])/[CH:19]=1. The yield is 0.852. (2) The reactants are FC(F)(F)C(O)=O.[CH2:8]([O:15][C:16]([C:18]([CH3:47])([CH3:46])[CH2:19][CH:20]1[NH:24][CH:23]([C:25]([OH:27])=O)[CH:22]([C:28]2[CH:33]=[CH:32][CH:31]=[C:30]([Cl:34])[C:29]=2[F:35])[C:21]1([C:38]1[CH:43]=[CH:42][C:41]([Cl:44])=[CH:40][C:39]=1[F:45])[C:36]#[N:37])=[O:17])[C:9]1[CH:14]=[CH:13][CH:12]=[CH:11][CH:10]=1.CC1(C)[O:53][C@@H:52]([CH2:54][CH2:55][NH2:56])[CH2:51][O:50]1.CN(C(ON1N=NC2C=CC=NC1=2)=[N+](C)C)C.F[P-](F)(F)(F)(F)F.CCN(C(C)C)C(C)C.Cl. The catalyst is C(Cl)Cl.O1CCCC1. The product is [OH:53][C@H:52]([CH2:51][OH:50])[CH2:54][CH2:55][NH:56][C:25]([CH:23]1[CH:22]([C:28]2[CH:33]=[CH:32][CH:31]=[C:30]([Cl:34])[C:29]=2[F:35])[C:21]([C:38]2[CH:43]=[CH:42][C:41]([Cl:44])=[CH:40][C:39]=2[F:45])([C:36]#[N:37])[CH:20]([CH2:19][C:18]([C:16]([O:15][CH2:8][C:9]2[CH:10]=[CH:11][CH:12]=[CH:13][CH:14]=2)=[O:17])([CH3:47])[CH3:46])[NH:24]1)=[O:27]. The yield is 0.220. (3) The reactants are O1CCCC1CCO.C([O:16][CH2:17][CH2:18][N:19]1[CH:23]=[C:22]([CH2:24][CH2:25][O:26][C:27]2[CH:32]=[CH:31][C:30]([Cl:33])=[CH:29][C:28]=2[Cl:34])[C:21]([O:35][CH:36]([CH3:38])[CH3:37])=[N:20]1)C1C=CC=CC=1. The catalyst is [C].[Pd]. The product is [Cl:34][C:28]1[CH:29]=[C:30]([Cl:33])[CH:31]=[CH:32][C:27]=1[O:26][CH2:25][CH2:24][C:22]1[C:21]([O:35][CH:36]([CH3:38])[CH3:37])=[N:20][N:19]([CH2:18][CH2:17][OH:16])[CH:23]=1. The yield is 0.990. (4) The reactants are [CH:1]1[CH:2]=[CH:3][C:4]2[S:9][CH:8]=[CH:7][C:5]=2[CH:6]=1.[C:10]1([CH2:16][C:17](Cl)=[O:18])[CH:15]=[CH:14][CH:13]=[CH:12][CH:11]=1.[Cl-].[Cl-].[Cl-].[Al+3].[C@H](O)(C([O-])=O)[C@@H](O)C([O-])=O.[Na+].[K+]. The catalyst is ClC(Cl)C. The product is [S:9]1[CH:8]=[C:7]([C:17](=[O:18])[CH2:16][C:10]2[CH:15]=[CH:14][CH:13]=[CH:12][CH:11]=2)[C:5]2[CH:6]=[CH:1][CH:2]=[CH:3][C:4]1=2. The yield is 0.420. (5) The reactants are C[O:2][C:3](=[O:23])[CH2:4][C:5]1[CH:10]=[C:9]([O:11][C:12]2[CH:17]=[CH:16][CH:15]=[CH:14][CH:13]=2)[CH:8]=[C:7]([O:18][CH2:19][CH2:20][CH2:21][CH3:22])[CH:6]=1.O1CCCC1.C(OCC)(=O)C.Cl. The catalyst is [OH-].[K+].O. The product is [CH2:19]([O:18][C:7]1[CH:6]=[C:5]([CH2:4][C:3]([OH:23])=[O:2])[CH:10]=[C:9]([O:11][C:12]2[CH:17]=[CH:16][CH:15]=[CH:14][CH:13]=2)[CH:8]=1)[CH2:20][CH2:21][CH3:22]. The yield is 0.840. (6) The reactants are [Cl:1][C:2]1[CH:32]=[CH:31][C:5]([CH2:6][N:7]2[C:15]3[C:14](=[O:16])[NH:13][C:12](=[O:17])[N:11]([CH3:18])[C:10]=3[N:9]=[C:8]2[O:19][C:20]2[CH:25]=[CH:24][CH:23]=[C:22]([O:26][C:27]([F:30])([F:29])[F:28])[CH:21]=2)=[CH:4][CH:3]=1.[Br:33][CH2:34][CH2:35]Br.C(=O)([O-])[O-].[K+].[K+]. The catalyst is CN(C=O)C.C(OCC)(=O)C.O. The product is [Br:33][CH2:34][CH2:35][N:13]1[C:14](=[O:16])[C:15]2[N:7]([CH2:6][C:5]3[CH:4]=[CH:3][C:2]([Cl:1])=[CH:32][CH:31]=3)[C:8]([O:19][C:20]3[CH:25]=[CH:24][CH:23]=[C:22]([O:26][C:27]([F:30])([F:28])[F:29])[CH:21]=3)=[N:9][C:10]=2[N:11]([CH3:18])[C:12]1=[O:17]. The yield is 0.976. (7) The reactants are [F:1][C:2]1([F:29])[CH2:7][CH2:6][N:5]([C:8]([C:10]2[NH:11][C:12]3[C:17]([CH:18]=2)=[CH:16][C:15]([C:19]([N:21]2[CH2:25][CH2:24][CH:23]([N:26]([CH3:28])[CH3:27])[CH2:22]2)=[O:20])=[CH:14][CH:13]=3)=[O:9])[CH2:4][CH2:3]1.[H-].[Na+].CS(O[CH2:37][C:38]([F:41])([F:40])[F:39])(=O)=O. The catalyst is CN(C)C=O. The product is [F:29][C:2]1([F:1])[CH2:7][CH2:6][N:5]([C:8]([C:10]2[N:11]([CH2:37][C:38]([F:41])([F:40])[F:39])[C:12]3[C:17]([CH:18]=2)=[CH:16][C:15]([C:19]([N:21]2[CH2:25][CH2:24][CH:23]([N:26]([CH3:27])[CH3:28])[CH2:22]2)=[O:20])=[CH:14][CH:13]=3)=[O:9])[CH2:4][CH2:3]1. The yield is 0.730. (8) The reactants are O1CC[O:3][CH:2]1[C:6]1[CH:7]=[CH:8][C:9]([C:12]2[S:20][C:19]3[C:14](=[N:15][CH:16]=[CH:17][C:18]=3[O:21][C:22]3[CH:28]=[CH:27][C:25]([NH2:26])=[CH:24][C:23]=3[F:29])[CH:13]=2)=[N:10][CH:11]=1.[F:30][C:31]1[CH:36]=[CH:35][C:34]([N:37]([CH3:44])[C:38](=[O:43])[CH2:39][C:40](O)=[O:41])=[CH:33][CH:32]=1.CCN=C=NCCCN(C)C.Cl. The catalyst is CN(C=O)C.O.C(O)(C(F)(F)F)=O. The product is [F:29][C:23]1[CH:24]=[C:25]([NH:26][C:40](=[O:41])[CH2:39][C:38]([N:37]([C:34]2[CH:35]=[CH:36][C:31]([F:30])=[CH:32][CH:33]=2)[CH3:44])=[O:43])[CH:27]=[CH:28][C:22]=1[O:21][C:18]1[CH:17]=[CH:16][N:15]=[C:14]2[CH:13]=[C:12]([C:9]3[CH:8]=[CH:7][C:6]([CH:2]=[O:3])=[CH:11][N:10]=3)[S:20][C:19]=12. The yield is 0.570. (9) The reactants are [CH3:1][O:2][CH2:3][CH2:4]Br.C(=O)([O-])[O-].[Cs+].[Cs+].[Cl:12][C:13]1[CH:14]=[C:15]([OH:20])[CH:16]=[N:17][C:18]=1[Cl:19].O.[Cl-].[NH4+]. The catalyst is C(OCC)(=O)C.CN(C)C(=O)C. The product is [Cl:19][C:18]1[C:13]([Cl:12])=[CH:14][C:15]([O:20][CH2:4][CH2:3][O:2][CH3:1])=[CH:16][N:17]=1. The yield is 0.850.